Dataset: Forward reaction prediction with 1.9M reactions from USPTO patents (1976-2016). Task: Predict the product of the given reaction. (1) Given the reactants [F:1][C:2]1[N:7]=[C:6]([N:8](C)[C:9]2[N:14]3[N:15]=[CH:16][N:17]=[C:13]3[CH:12]=[C:11]([C:18]3[CH:23]=[CH:22][CH:21]=[CH:20][CH:19]=3)[N:10]=2)[CH:5]=[C:4]([CH3:25])[N:3]=1.C([O-])([O-])=O.[K+].[K+].CI.C(Cl)(Cl)Cl, predict the reaction product. The product is: [F:1][C:2]1[N:7]=[C:6]([NH:8][C:9]2[N:14]3[N:15]=[CH:16][N:17]=[C:13]3[CH:12]=[C:11]([C:18]3[CH:23]=[CH:22][CH:21]=[CH:20][CH:19]=3)[N:10]=2)[CH:5]=[C:4]([CH3:25])[N:3]=1. (2) Given the reactants [Cl:1][C:2]1[CH:3]=[C:4]([CH:16]=[CH:17][CH:18]=1)/[CH:5]=[C:6]1\[C:7](=[O:15])[NH:8][C:9]2[C:14]\1=[CH:13][CH:12]=[CH:11][CH:10]=2.[F:19][C:20]1[CH:21]=[CH:22][C:23]([CH3:35])=[C:24]([CH:26]=[N:27][C:28]([O:30][Si](C)(C)C)=[CH2:29])[CH:25]=1, predict the reaction product. The product is: [Cl:1][C:2]1[CH:3]=[C:4]([CH:5]2[CH2:29][C:28](=[O:30])[NH:27][CH:26]([C:24]3[CH:25]=[C:20]([F:19])[CH:21]=[CH:22][C:23]=3[CH3:35])[C:6]32[C:14]2[C:9](=[CH:10][CH:11]=[CH:12][CH:13]=2)[NH:8][C:7]3=[O:15])[CH:16]=[CH:17][CH:18]=1. (3) Given the reactants [CH2:1]([C:5]1[N:9]([C:10]2[CH:15]=[CH:14][CH:13]=[CH:12][CH:11]=2)[N:8]=[C:7]([C:16](OCC)=[O:17])[C:6]=1[CH3:21])[CH:2]([CH3:4])[CH3:3].[H-].C([Al+]CC(C)C)C(C)C.CO.Cl, predict the reaction product. The product is: [CH2:1]([C:5]1[N:9]([C:10]2[CH:15]=[CH:14][CH:13]=[CH:12][CH:11]=2)[N:8]=[C:7]([CH:16]=[O:17])[C:6]=1[CH3:21])[CH:2]([CH3:4])[CH3:3]. (4) Given the reactants [F:1][C:2]1[CH:3]=[CH:4][C:5]([CH2:19][CH2:20][C:21]([O:23][CH3:24])=[O:22])=[C:6]([CH:18]=1)[CH2:7][CH:8]1[CH:13]2[O:14][CH:10]([CH2:11][CH2:12]2)[CH:9]1[C:15](O)=[O:16].[CH2:25]([NH:34][C@H:35]([C:38]([NH2:40])=O)CO)[CH2:26][CH2:27][CH2:28][CH2:29][CH2:30][CH2:31][CH2:32][CH3:33].CN1C[CH2:46][O:45]CC1.CN(C([O:55]N1N=NC2C=CC=CC1=2)=[N+](C)C)C.F[P-](F)(F)(F)(F)F, predict the reaction product. The product is: [CH3:24][O:23][C:21](=[O:22])[CH2:20][CH2:19][C:5]1[CH:4]=[CH:3][C:2]([F:1])=[CH:18][C:6]=1[CH2:7][CH:8]1[CH:9]([C:15](=[O:16])[NH:40][CH:38]([C:35](=[O:55])[NH:34][CH2:25][CH2:26][CH2:27][CH2:28][CH2:29][CH2:30][CH2:31][CH2:32][CH3:33])[CH2:46][OH:45])[CH:10]2[O:14][CH:13]1[CH2:12][CH2:11]2. (5) Given the reactants [H-].[Na+].[C:3]([C:7]1[CH:12]=[CH:11][C:10]([C:13](=[N:15][OH:16])[CH3:14])=[CH:9][CH:8]=1)([CH3:6])([CH3:5])[CH3:4].[CH3:17][O:18][C:19](=[O:31])[C:20]1[CH:25]=[CH:24][C:23]([O:26][CH2:27][CH2:28]Br)=[CH:22][C:21]=1[OH:30], predict the reaction product. The product is: [CH3:17][O:18][C:19](=[O:31])[C:20]1[CH:25]=[CH:24][C:23]([O:26][CH2:27][CH2:28][O:16][N:15]=[C:13]([C:10]2[CH:11]=[CH:12][C:7]([C:3]([CH3:6])([CH3:4])[CH3:5])=[CH:8][CH:9]=2)[CH3:14])=[CH:22][C:21]=1[OH:30]. (6) Given the reactants Cl[C:2]1[CH:7]=[C:6]([Cl:8])[N:5]=[C:4]([NH2:9])[N:3]=1.[CH2:10]([NH2:12])[CH3:11], predict the reaction product. The product is: [Cl:8][C:6]1[N:5]=[C:4]([NH2:9])[N:3]=[C:2]([NH:12][CH2:10][CH3:11])[CH:7]=1. (7) Given the reactants [N:1]1[CH:6]=[C:5]([CH2:7][CH2:8][C:9]([O:11][CH2:12][CH3:13])=[O:10])[CH:4]=[N:3][CH:2]=1.[CH:14](OCC)=[O:15].[H-].[Na+], predict the reaction product. The product is: [CH:14]([CH:8]([CH2:7][C:5]1[CH:6]=[N:1][CH:2]=[N:3][CH:4]=1)[C:9]([O:11][CH2:12][CH3:13])=[O:10])=[O:15].